Predict the reaction yield, written as a fraction of the theoretical maximum amount of product (1.0 means a 100% yield; for example, 0.34 means a 34% yield). From a dataset of Reaction yield outcomes from USPTO patents with 853,638 reactions. (1) The reactants are [O:1]=[O+][O-].C([C:6](=P(C1C=CC=CC=1)(C1C=CC=CC=1)C1C=CC=CC=1)[C:7]([C@@H:9]([NH:14][C:15](=[O:39])[O:16][C@H:17]([CH2:22][CH2:23][C:24]1[O:25][C:26]([C:29]2[CH:34]=[CH:33][C:32]([C:35]([F:38])([F:37])[F:36])=[CH:31][CH:30]=2)=[N:27][N:28]=1)[C:18]([CH3:21])([CH3:20])[CH3:19])[CH2:10][CH2:11][CH2:12][CH3:13])=[O:8])#N.[NH:59]1[C:63]([NH2:64])=[CH:62][CH:61]=[N:60]1. The catalyst is ClCCl.O1CCCC1. The product is [O:1]=[C:6]([NH:64][C:63]1[NH:59][N:60]=[CH:61][CH:62]=1)[C:7]([C@@H:9]([NH:14][C:15](=[O:39])[O:16][C@H:17]([CH2:22][CH2:23][C:24]1[O:25][C:26]([C:29]2[CH:34]=[CH:33][C:32]([C:35]([F:36])([F:38])[F:37])=[CH:31][CH:30]=2)=[N:27][N:28]=1)[C:18]([CH3:19])([CH3:21])[CH3:20])[CH2:10][CH2:11][CH2:12][CH3:13])=[O:8]. The yield is 0.310. (2) The reactants are [F:1][C:2]1[CH:3]=[C:4]([CH:30]=[C:31](F)[CH:32]=1)[C:5]([NH:7][C:8]1[CH:9]=[CH:10][C:11]([CH3:29])=[C:12]([NH:14][C:15](=[O:28])[C:16]2[CH:21]=[CH:20][C:19]([CH2:22][N:23]([CH2:26][CH3:27])[CH2:24][CH3:25])=[CH:18][CH:17]=2)[CH:13]=1)=[O:6].[NH:34]1[CH2:38][CH2:37][CH2:36][CH2:35]1. No catalyst specified. The product is [F:1][C:2]1[CH:3]=[C:4]([CH:30]=[C:31]([N:34]2[CH2:38][CH2:37][CH2:36][CH2:35]2)[CH:32]=1)[C:5]([NH:7][C:8]1[CH:9]=[CH:10][C:11]([CH3:29])=[C:12]([NH:14][C:15](=[O:28])[C:16]2[CH:17]=[CH:18][C:19]([CH2:22][N:23]([CH2:26][CH3:27])[CH2:24][CH3:25])=[CH:20][CH:21]=2)[CH:13]=1)=[O:6]. The yield is 0.810. (3) The reactants are [Si:1]([O:8][C@@H:9]1[C@H:13]([CH2:14][O:15][Si:16]([C:19]([CH3:22])([CH3:21])[CH3:20])([CH3:18])[CH3:17])[CH2:12][C@@H:11]([NH2:23])[CH2:10]1)([C:4]([CH3:7])([CH3:6])[CH3:5])([CH3:3])[CH3:2].[Cl:24][C:25]1[CH:30]=[C:29](Cl)[N:28]=[CH:27][N:26]=1.CCN(CC)CC. The catalyst is CCO. The product is [Si:1]([O:8][C@@H:9]1[C@H:13]([CH2:14][O:15][Si:16]([C:19]([CH3:22])([CH3:21])[CH3:20])([CH3:17])[CH3:18])[CH2:12][C@@H:11]([NH:23][C:29]2[CH:30]=[C:25]([Cl:24])[N:26]=[CH:27][N:28]=2)[CH2:10]1)([C:4]([CH3:7])([CH3:6])[CH3:5])([CH3:3])[CH3:2]. The yield is 0.570. (4) The reactants are C1C=C2C([N:9]([CH2:12][C:13](O)=[O:14])C(=O)C2=CC=1)=O.S(Cl)(Cl)=O.[CH2:20]([NH:24][C:25]1[C:30]([C:31](=O)[C:32]2[CH:37]=[CH:36][CH:35]=[C:34]([O:38][CH3:39])[CH:33]=2)=[CH:29][CH:28]=[CH:27][N:26]=1)[CH2:21][CH2:22][CH3:23].C(=O)([O-])[O-].[K+].[K+].CN. The catalyst is C1(C)C=CC=CC=1.N1C=CC=CC=1.O.CN(C)C=O. The product is [CH2:20]([N:24]1[C:25]2[C:30](=[CH:29][CH:28]=[CH:27][N:26]=2)[C:31]([C:32]2[CH:37]=[CH:36][CH:35]=[C:34]([O:38][CH3:39])[CH:33]=2)=[C:12]([NH2:9])[C:13]1=[O:14])[CH2:21][CH2:22][CH3:23]. The yield is 0.610. (5) The reactants are [NH2:1][C:2]1[N:7]=[C:6]([NH:8][C:9]2[CH:14]=[CH:13][C:12]([NH:15][C:16](=[O:26])[C:17]3[CH:22]=[CH:21][C:20]([N+:23]([O-])=O)=[CH:19][CH:18]=3)=[CH:11][CH:10]=2)[CH:5]=[C:4]([CH3:27])[N:3]=1.CCO.[ClH:31]. The catalyst is [Fe].O. The product is [ClH:31].[NH2:23][C:20]1[CH:21]=[CH:22][C:17]([C:16]([NH:15][C:12]2[CH:11]=[CH:10][C:9]([NH:8][C:6]3[CH:5]=[C:4]([CH3:27])[N:3]=[C:2]([NH2:1])[N:7]=3)=[CH:14][CH:13]=2)=[O:26])=[CH:18][CH:19]=1. The yield is 0.900.